From a dataset of Forward reaction prediction with 1.9M reactions from USPTO patents (1976-2016). Predict the product of the given reaction. (1) The product is: [Cl:1][C:2]1[S:14][C:5]2=[N:6][C:7]([Cl:13])=[C:8]([C:10](=[O:12])[CH3:11])[CH:9]=[C:4]2[CH:3]=1. Given the reactants [Cl:1][C:2]1[S:14][C:5]2=[N:6][C:7]([Cl:13])=[C:8]([CH:10]([OH:12])[CH3:11])[CH:9]=[C:4]2[CH:3]=1, predict the reaction product. (2) Given the reactants [Br:1]Br.[CH3:3][C:4]1[CH:5]=[N:6][CH:7]=[CH:8][C:9]=1[C:10](=[O:12])[CH3:11], predict the reaction product. The product is: [BrH:1].[Br:1][CH2:11][C:10]([C:9]1[CH:8]=[CH:7][N:6]=[CH:5][C:4]=1[CH3:3])=[O:12].